From a dataset of Catalyst prediction with 721,799 reactions and 888 catalyst types from USPTO. Predict which catalyst facilitates the given reaction. (1) Reactant: CCN(C(C)C)C(C)C.[C:10]1([N:16]2[C:20]([C:21]([F:24])([F:23])[F:22])=[C:19]([C:25]([OH:27])=O)[CH:18]=[N:17]2)[CH:15]=[CH:14][CH:13]=[CH:12][CH:11]=1.C1C=CC2N(O)N=NC=2C=1.CCN=C=NCCCN(C)C.Cl.[NH2:50][CH2:51][C:52]([N:54]1[CH2:59][CH2:58][N:57]([C:60](=[O:72])[C:61]2[CH:66]=[C:65]([F:67])[CH:64]=[CH:63][C:62]=2[C:68]([F:71])([F:70])[F:69])[CH2:56][CH2:55]1)=[O:53]. Product: [F:67][C:65]1[CH:64]=[CH:63][C:62]([C:68]([F:70])([F:69])[F:71])=[C:61]([CH:66]=1)[C:60]([N:57]1[CH2:58][CH2:59][N:54]([C:52](=[O:53])[CH2:51][NH:50][C:25]([C:19]2[CH:18]=[N:17][N:16]([C:10]3[CH:11]=[CH:12][CH:13]=[CH:14][CH:15]=3)[C:20]=2[C:21]([F:22])([F:23])[F:24])=[O:27])[CH2:55][CH2:56]1)=[O:72]. The catalyst class is: 18. (2) Reactant: [OH:1][CH2:2][CH2:3][CH2:4][N:5]1[CH2:9][CH2:8][NH:7][C:6]1=[C:10]([C:13]#[N:14])[C:11]#[N:12].C(=O)([O-])[O-].[K+].[K+].[C:21]([O:25][C:26]([N:28]1[CH2:33][CH2:32][CH:31]([CH2:34]OS(C)(=O)=O)[CH2:30][CH2:29]1)=[O:27])([CH3:24])([CH3:23])[CH3:22].O. Product: [C:21]([O:25][C:26]([N:28]1[CH2:33][CH2:32][CH:31]([CH2:34][N:7]2[CH2:8][CH2:9][N:5]([CH2:4][CH2:3][CH2:2][OH:1])[C:6]2=[C:10]([C:11]#[N:12])[C:13]#[N:14])[CH2:30][CH2:29]1)=[O:27])([CH3:24])([CH3:22])[CH3:23]. The catalyst class is: 3.